This data is from Forward reaction prediction with 1.9M reactions from USPTO patents (1976-2016). The task is: Predict the product of the given reaction. (1) Given the reactants Cl[C:2]1[N:11]=[CH:10][C:9]2[N:8]([CH3:12])[C:7](=[O:13])[C@@H:6]([CH2:14][CH3:15])[N:5]([CH:16]3[CH2:20][CH2:19][CH2:18][CH2:17]3)[C:4]=2[N:3]=1.[NH2:21][C:22]1[CH:37]=[CH:36][C:25]([C:26]([NH:28][CH:29]2[CH2:34][CH2:33][N:32]([CH3:35])[CH2:31][CH2:30]2)=[O:27])=[C:24]([F:38])[CH:23]=1.C1(C)C=CC(S(O)(=O)=O)=CC=1, predict the reaction product. The product is: [CH:16]1([N:5]2[C:4]3[N:3]=[C:2]([NH:21][C:22]4[CH:37]=[CH:36][C:25]([C:26]([NH:28][CH:29]5[CH2:30][CH2:31][N:32]([CH3:35])[CH2:33][CH2:34]5)=[O:27])=[C:24]([F:38])[CH:23]=4)[N:11]=[CH:10][C:9]=3[N:8]([CH3:12])[C:7](=[O:13])[C@H:6]2[CH2:14][CH3:15])[CH2:20][CH2:19][CH2:18][CH2:17]1. (2) Given the reactants [CH2:1]([C:3]1[CH:4]=[N:5][C:6]([N:9]2[CH2:14][CH2:13][CH:12]([N:15]3[CH2:20][CH2:19][CH2:18][C@H:17]([N:21](C)[C:22](=O)OCC4C=CC=CC=4)[C:16]3=[O:33])[CH2:11][CH2:10]2)=[N:7][CH:8]=1)[CH3:2], predict the reaction product. The product is: [CH2:1]([C:3]1[CH:4]=[N:5][C:6]([N:9]2[CH2:10][CH2:11][CH:12]([N:15]3[CH2:20][CH2:19][CH2:18][C@H:17]([NH:21][CH3:22])[C:16]3=[O:33])[CH2:13][CH2:14]2)=[N:7][CH:8]=1)[CH3:2]. (3) Given the reactants [Na].[CH2:2]([CH:4]1[C:10]2[CH:11]=[C:12]3[C:16](=[CH:17][C:9]=2[CH2:8][CH2:7][CH2:6][C:5]1=O)[N:15]([C:18]1[CH:23]=[CH:22][C:21]([F:24])=[CH:20][CH:19]=1)[N:14]=[CH:13]3)[CH3:3].[CH:26]([C:28]([CH3:30])=[O:29])=[CH2:27], predict the reaction product. The product is: [CH2:2]([C:4]12[CH2:27][CH2:26][C:28](=[O:29])[CH:30]=[C:5]1[CH2:6][CH2:7][CH2:8][C:9]1[CH:17]=[C:16]3[C:12](=[CH:11][C:10]=12)[CH:13]=[N:14][N:15]3[C:18]1[CH:19]=[CH:20][C:21]([F:24])=[CH:22][CH:23]=1)[CH3:3]. (4) Given the reactants [Cl:1][C:2]1[CH:3]=[C:4]([CH:6]=[CH:7][C:8]=1[Cl:9])[NH2:5].Cl[C:11]1[C:16]([C:17]#[N:18])=[CH:15][N:14]=[C:13]2[S:19][C:20]3[CH2:21][N:22]([C:26]([O:28][C:29]([CH3:32])([CH3:31])[CH3:30])=[O:27])[CH2:23][CH2:24][C:25]=3[C:12]=12, predict the reaction product. The product is: [C:17]([C:16]1[C:11]([NH:5][C:4]2[CH:6]=[CH:7][C:8]([Cl:9])=[C:2]([Cl:1])[CH:3]=2)=[C:12]2[C:25]3[CH2:24][CH2:23][N:22]([C:26]([O:28][C:29]([CH3:32])([CH3:31])[CH3:30])=[O:27])[CH2:21][C:20]=3[S:19][C:13]2=[N:14][CH:15]=1)#[N:18].